From a dataset of Full USPTO retrosynthesis dataset with 1.9M reactions from patents (1976-2016). Predict the reactants needed to synthesize the given product. (1) Given the product [NH2:5][C:6]1[CH:7]=[C:8]([CH:12]=[CH:13][CH:14]=1)[C:9]([O:11][CH3:15])=[O:10], predict the reactants needed to synthesize it. The reactants are: S(Cl)(Cl)=O.[NH2:5][C:6]1[CH:7]=[C:8]([CH:12]=[CH:13][CH:14]=1)[C:9]([OH:11])=[O:10].[CH3:15]O. (2) Given the product [F:1][C:2]1[CH:3]=[CH:4][C:5]([O:11][CH3:12])=[C:6]([CH2:8][CH2:9][N:10]=[CH:13][C:15]2[CH:24]=[CH:23][C:18]([C:19]([O:21][CH3:22])=[O:20])=[CH:17][CH:16]=2)[CH:7]=1, predict the reactants needed to synthesize it. The reactants are: [F:1][C:2]1[CH:3]=[CH:4][C:5]([O:11][CH3:12])=[C:6]([CH2:8][CH2:9][NH2:10])[CH:7]=1.[CH:13]([C:15]1[CH:24]=[CH:23][C:18]([C:19]([O:21][CH3:22])=[O:20])=[CH:17][CH:16]=1)=O.